The task is: Predict the reaction yield, written as a fraction of the theoretical maximum amount of product (1.0 means a 100% yield; for example, 0.34 means a 34% yield).. This data is from Reaction yield outcomes from USPTO patents with 853,638 reactions. (1) The reactants are [CH3:1][O:2][C:3]1[CH:8]=[CH:7][N:6]=[C:5]([C:9](=[O:11])[CH3:10])[CH:4]=1.[C:12](OCC)(=[O:18])[C:13]([O:15][CH2:16][CH3:17])=[O:14]. No catalyst specified. The product is [CH3:1][O:2][C:3]1[CH:8]=[CH:7][N:6]=[C:5]([C:9](=[O:11])[CH2:10][C:12](=[O:18])[C:13]([O:15][CH2:16][CH3:17])=[O:14])[CH:4]=1. The yield is 0.330. (2) The reactants are [CH3:1][O:2][C:3]1[CH:4]=[C:5]2[C:10](=[CH:11][C:12]=1[O:13][CH3:14])[N:9]=[CH:8][N:7]=[C:6]2[O:15][C:16]1[CH:17]=[C:18]([CH:20]=[CH:21][CH:22]=1)[NH2:19].[F:23][C:24]([F:41])([F:40])[C:25]1[CH:29]=[C:28]([NH:30][C:31](=O)[O:32]C2C=CC=CC=2)[O:27][N:26]=1. No catalyst specified. The product is [CH3:1][O:2][C:3]1[CH:4]=[C:5]2[C:10](=[CH:11][C:12]=1[O:13][CH3:14])[N:9]=[CH:8][N:7]=[C:6]2[O:15][C:16]1[CH:17]=[C:18]([NH:19][C:31]([NH:30][C:28]2[O:27][N:26]=[C:25]([C:24]([F:41])([F:23])[F:40])[CH:29]=2)=[O:32])[CH:20]=[CH:21][CH:22]=1. The yield is 0.0600. (3) The reactants are [CH3:1][O:2][C:3](=[O:12])[C:4]1[CH:9]=[CH:8][C:7]([CH:10]=O)=[CH:6][CH:5]=1.[O:13]=[C:14]([CH:16](P(=O)(OCC)OCC)[CH2:17][CH2:18][CH2:19][CH2:20][CH3:21])[CH3:15]. No catalyst specified. The product is [C:14](/[C:16](/[CH2:17][CH2:18][CH2:19][CH2:20][CH3:21])=[CH:10]\[C:7]1[CH:8]=[CH:9][C:4]([C:3]([O:2][CH3:1])=[O:12])=[CH:5][CH:6]=1)(=[O:13])[CH3:15].[C:14](/[C:16](/[CH2:17][CH2:18][CH2:19][CH2:20][CH3:21])=[CH:10]/[C:7]1[CH:8]=[CH:9][C:4]([C:3]([O:2][CH3:1])=[O:12])=[CH:5][CH:6]=1)(=[O:13])[CH3:15]. The yield is 0.0900.